Predict the product of the given reaction. From a dataset of Forward reaction prediction with 1.9M reactions from USPTO patents (1976-2016). (1) Given the reactants [Cl:1]NC(=O)CCC(N)=O.CSC.[CH2:13]([O:20][C:21]1[C:26]([CH2:27]O)=[C:25]([CH2:29][CH3:30])[CH:24]=[C:23]([CH3:31])[N:22]=1)[C:14]1[CH:19]=[CH:18][CH:17]=[CH:16][CH:15]=1, predict the reaction product. The product is: [CH2:13]([O:20][C:21]1[C:26]([CH2:27][Cl:1])=[C:25]([CH2:29][CH3:30])[CH:24]=[C:23]([CH3:31])[N:22]=1)[C:14]1[CH:19]=[CH:18][CH:17]=[CH:16][CH:15]=1. (2) Given the reactants [Cl:1][C:2]1[CH:3]=[C:4]([C:9]2[N:14]=[C:13]([C:15]([OH:17])=O)[CH:12]=[CH:11][CH:10]=2)[CH:5]=[C:6]([Cl:8])[CH:7]=1.[CH2:18]([O:20][C:21](=[O:31])[CH2:22][O:23][C:24]1[CH:29]=[CH:28][CH:27]=[C:26]([NH2:30])[CH:25]=1)[CH3:19], predict the reaction product. The product is: [CH2:18]([O:20][C:21](=[O:31])[CH2:22][O:23][C:24]1[CH:29]=[CH:28][CH:27]=[C:26]([NH:30][C:15]([C:13]2[CH:12]=[CH:11][CH:10]=[C:9]([C:4]3[CH:5]=[C:6]([Cl:8])[CH:7]=[C:2]([Cl:1])[CH:3]=3)[N:14]=2)=[O:17])[CH:25]=1)[CH3:19]. (3) The product is: [Cl:11][C:6]1[CH:5]=[C:4]([C:2](=[O:3])[CH:1]=[O:13])[CH:9]=[CH:8][C:7]=1[Cl:10]. Given the reactants [CH3:1][C:2]([C:4]1[CH:9]=[CH:8][C:7]([Cl:10])=[C:6]([Cl:11])[CH:5]=1)=[O:3].Br.[OH2:13], predict the reaction product. (4) Given the reactants C(OC([NH:8][C:9]1[C:14]([CH3:15])=[CH:13][C:12]([C:16]2[CH:17]=[CH:18][N:19]3[C:24]([C:25]=2[CH3:26])=[C:23]([CH:27]2[CH2:29][CH2:28]2)[CH:22]=[C:21]([C:30]([O:32]CC)=[O:31])[C:20]3=[O:35])=[CH:11][C:10]=1[CH3:36])=O)(C)(C)C.Cl.[OH-].[Na+], predict the reaction product. The product is: [NH2:8][C:9]1[C:10]([CH3:36])=[CH:11][C:12]([C:16]2[CH:17]=[CH:18][N:19]3[C:24]([C:25]=2[CH3:26])=[C:23]([CH:27]2[CH2:28][CH2:29]2)[CH:22]=[C:21]([C:30]([OH:32])=[O:31])[C:20]3=[O:35])=[CH:13][C:14]=1[CH3:15]. (5) Given the reactants Cl[C:2]1[CH:7]=[C:6]([C:8]#[C:9][C:10]2[N:14]3[N:15]=[C:16]([C:19]4[CH:24]=[CH:23][C:22]([C:25]([N:27]5[CH2:32][CH2:31][O:30][CH2:29][CH2:28]5)=[O:26])=[CH:21][CH:20]=4)[CH:17]=[CH:18][C:13]3=[N:12][CH:11]=2)[CH:5]=[CH:4][N:3]=1.[NH2:33][C:34]1[C:35]([CH3:40])=[CH:36][CH:37]=[CH:38][CH:39]=1, predict the reaction product. The product is: [O:30]1[CH2:31][CH2:32][N:27]([C:25]([C:22]2[CH:23]=[CH:24][C:19]([C:16]3[CH:17]=[CH:18][C:13]4[N:14]([C:10]([C:9]#[C:8][C:6]5[CH:5]=[CH:4][N:3]=[C:2]([NH:33][C:34]6[CH:39]=[CH:38][CH:37]=[CH:36][C:35]=6[CH3:40])[CH:7]=5)=[CH:11][N:12]=4)[N:15]=3)=[CH:20][CH:21]=2)=[O:26])[CH2:28][CH2:29]1. (6) Given the reactants [CH3:1][O:2][C:3]([C:5]1([NH:14][C:15](=[O:30])[C:16]2[CH:21]=[CH:20][C:19]([C:22]([F:25])([F:24])[F:23])=[C:18]([O:26][C:27](=O)[CH3:28])[CH:17]=2)[CH2:13][C:12]2[C:7](=[CH:8][CH:9]=[CH:10][CH:11]=2)[CH2:6]1)=[O:4].C(=O)([O-])[O-].[K+].[K+].Cl.[CH3:38][C:39]1[CH:40]=[C:41](CCO)[CH:42]=[CH:43][CH:44]=1.C1(P(C2C=CC=CC=2)C2C=CC=CC=2)C=CC=CC=1.CC(OC(/N=N/C(OC(C)C)=O)=O)C, predict the reaction product. The product is: [CH3:1][O:2][C:3]([C:5]1([NH:14][C:15](=[O:30])[C:16]2[CH:21]=[CH:20][C:19]([C:22]([F:23])([F:25])[F:24])=[C:18]([O:26][CH2:27][CH2:28][C:43]3[CH:44]=[C:39]([CH3:38])[CH:40]=[CH:41][CH:42]=3)[CH:17]=2)[CH2:13][C:12]2[C:7](=[CH:8][CH:9]=[CH:10][CH:11]=2)[CH2:6]1)=[O:4]. (7) Given the reactants CCN(C(C)C)C(C)C.[C:10]1([S:16]([C:19]2[CH:27]=[CH:26][C:22]([C:23]([OH:25])=O)=[CH:21][CH:20]=2)(=[O:18])=[O:17])[CH:15]=[CH:14][CH:13]=[CH:12][CH:11]=1.CCN=C=NCCCN(C)C.C1C=CC2N(O)N=NC=2C=1.[NH2:49][CH2:50][C:51]([N:53]1[CH2:58][CH2:57][N:56]([C:59](=[O:70])[C:60]2[CH:65]=[CH:64][CH:63]=[CH:62][C:61]=2[C:66]([F:69])([F:68])[F:67])[CH2:55][CH2:54]1)=[O:52].C(O)(C(F)(F)F)=O, predict the reaction product. The product is: [C:10]1([S:16]([C:19]2[CH:20]=[CH:21][C:22]([C:23]([NH:49][CH2:50][C:51](=[O:52])[N:53]3[CH2:54][CH2:55][N:56]([C:59](=[O:70])[C:60]4[CH:65]=[CH:64][CH:63]=[CH:62][C:61]=4[C:66]([F:67])([F:69])[F:68])[CH2:57][CH2:58]3)=[O:25])=[CH:26][CH:27]=2)(=[O:17])=[O:18])[CH:11]=[CH:12][CH:13]=[CH:14][CH:15]=1. (8) Given the reactants [CH:1]([C:4]1[N:5]=[C:6]([C:9]2[N:10]=[C:11]([O:21][CH:22]3[CH2:39][CH:38]4[N:24]([C:25](=[O:45])[N:26]([CH3:44])[CH2:27][CH2:28][CH2:29][CH2:30][CH:31]=[CH:32][CH:33]5[C:35]([C:41]([OH:43])=O)([NH:36][C:37]4=[O:40])[CH2:34]5)[CH2:23]3)[C:12]3[C:17]([CH:18]=2)=[CH:16][C:15]([O:19][CH3:20])=[CH:14][CH:13]=3)[S:7][CH:8]=1)([CH3:3])[CH3:2].ClC1N=C(OC2CC3N(C(=O)N(C)CCCCC=CC4C(C([NH:81][S:82]([CH:85]5[CH2:87][CH2:86]5)(=[O:84])=[O:83])=O)(NC3=O)C4)C2)C2C(C=1)=CC(OC)=CC=2, predict the reaction product. The product is: [CH:1]([C:4]1[N:5]=[C:6]([C:9]2[N:10]=[C:11]([O:21][CH:22]3[CH2:39][CH:38]4[N:24]([C:25](=[O:45])[N:26]([CH3:44])[CH2:27][CH2:28][CH2:29][CH2:30][CH:31]=[CH:32][CH:33]5[C:35]([C:41]([NH:81][S:82]([CH:85]6[CH2:87][CH2:86]6)(=[O:84])=[O:83])=[O:43])([NH:36][C:37]4=[O:40])[CH2:34]5)[CH2:23]3)[C:12]3[C:17]([CH:18]=2)=[CH:16][C:15]([O:19][CH3:20])=[CH:14][CH:13]=3)[S:7][CH:8]=1)([CH3:3])[CH3:2]. (9) Given the reactants [Cl:1]CC([NH:5][C:6]12[CH2:15][C:10]3([CH3:16])[CH2:11][CH:12]([CH2:14][C:8]([CH3:17])([CH2:9]3)[CH2:7]1)[CH2:13]2)=O.NC(N)=S.C(O)(=O)C, predict the reaction product. The product is: [CH3:17][C:8]12[CH2:7][C:6]3([NH2:5])[CH2:13][CH:12]([CH2:11][C:10]([CH3:16])([CH2:15]3)[CH2:9]1)[CH2:14]2.[ClH:1]. (10) The product is: [CH:1]1([CH2:6][C@H:7]([NH:29][C:30]([C:32]2[O:33][C:34]([C:45]3[CH:46]=[CH:47][C:48]([CH3:49])=[CH:43][CH:44]=3)=[CH:35][CH:36]=2)=[O:31])[C:8](=[O:28])[NH:9][C@H:10]2[CH2:16][CH2:15][C@@H:14]([CH3:17])[N:13]([S:18]([C:21]3[CH:26]=[CH:25][CH:24]=[CH:23][N:22]=3)(=[O:20])=[O:19])[CH2:12][C:11]2=[O:27])[CH2:5][CH2:4][CH2:3][CH2:2]1. Given the reactants [CH:1]1([CH2:6][C@H:7]([NH:29][C:30]([C:32]2[O:33][C:34](Br)=[CH:35][CH:36]=2)=[O:31])[C:8](=[O:28])[NH:9][C@H:10]2[CH2:16][CH2:15][C@@H:14]([CH3:17])[N:13]([S:18]([C:21]3[CH:26]=[CH:25][CH:24]=[CH:23][N:22]=3)(=[O:20])=[O:19])[CH2:12][C:11]2=[O:27])[CH2:5][CH2:4][CH2:3][CH2:2]1.CC(OI1(OC(C)=O)(OC(C)=O)O[C:49](=O)[C:48]2[CH:47]=[CH:46][CH:45]=[CH:44][C:43]1=2)=O, predict the reaction product.